From a dataset of Full USPTO retrosynthesis dataset with 1.9M reactions from patents (1976-2016). Predict the reactants needed to synthesize the given product. (1) Given the product [CH2:16]([C@H:12]([N:11]([CH2:10][C:9]1[CH:37]=[CH:38][C:6]([CH2:1][CH2:2][CH2:3][CH2:4][CH3:5])=[CH:7][CH:8]=1)[C:23](=[O:36])[CH:24]=[CH:25][C:26]1[CH:27]=[CH:28][C:29]([C:32]([F:35])([F:33])[F:34])=[CH:30][CH:31]=1)[C:13]([N:75]1[CH2:76][CH2:77][N:72]([CH:70]=[O:71])[CH2:73][CH2:74]1)=[O:15])[C:17]1[CH:18]=[CH:19][CH:20]=[CH:21][CH:22]=1, predict the reactants needed to synthesize it. The reactants are: [CH2:1]([C:6]1[CH:38]=[CH:37][C:9]([CH2:10][N:11]([C:23](=[O:36])[CH:24]=[CH:25][C:26]2[CH:31]=[CH:30][C:29]([C:32]([F:35])([F:34])[F:33])=[CH:28][CH:27]=2)[C@@H:12]([CH2:16][C:17]2[CH:22]=[CH:21][CH:20]=[CH:19][CH:18]=2)[C:13]([OH:15])=O)=[CH:8][CH:7]=1)[CH2:2][CH2:3][CH2:4][CH3:5].CN(C(ON1N=NC2C=CC=CC1=2)=[N+](C)C)C.[B-](F)(F)(F)F.CCN(C(C)C)C(C)C.[CH:70]([N:72]1[CH2:77][CH2:76][NH:75][CH2:74][CH2:73]1)=[O:71]. (2) Given the product [F:27][C:24]1[CH:23]=[CH:22][C:21]([C:19]2[O:20][C:16]3[CH:15]=[CH:14][C:13]([C:39]4[CH:40]=[CH:41][CH:42]=[C:43]5[C:38]=4[CH:37]=[CH:36][NH:35]5)=[CH:32][C:17]=3[C:18]=2[C:28]([NH:29][CH3:30])=[O:31])=[CH:26][CH:25]=1, predict the reactants needed to synthesize it. The reactants are: C(=O)([O-])[O-].[Cs+].[Cs+].FC(F)(F)S(O[C:13]1[CH:14]=[CH:15][C:16]2[O:20][C:19]([C:21]3[CH:26]=[CH:25][C:24]([F:27])=[CH:23][CH:22]=3)=[C:18]([C:28](=[O:31])[NH:29][CH3:30])[C:17]=2[CH:32]=1)(=O)=O.[NH:35]1[C:43]2[C:38](=[C:39](B(O)O)[CH:40]=[CH:41][CH:42]=2)[CH:37]=[CH:36]1.O1CCOCC1. (3) Given the product [NH2:29][C:27]1[N:28]=[C:20]([OH:22])[C:19]([C:17]#[N:18])=[C:12]([C:11]2[CH:14]=[CH:15][CH:16]=[C:9]([O:8][CH2:7][C:1]3[CH:6]=[CH:5][CH:4]=[CH:3][CH:2]=3)[CH:10]=2)[N:26]=1, predict the reactants needed to synthesize it. The reactants are: [C:1]1([CH2:7][O:8][C:9]2[CH:10]=[C:11]([CH:14]=[CH:15][CH:16]=2)[CH:12]=O)[CH:6]=[CH:5][CH:4]=[CH:3][CH:2]=1.[C:17]([CH2:19][C:20]([O:22]CC)=O)#[N:18].Cl.[NH2:26][C:27]([NH2:29])=[NH:28].C(=O)([O-])[O-].[K+].[K+]. (4) Given the product [CH2:1]([O:8][C:9]1[C:14]([C:15]2[CH:23]=[C:22]([C:24]([CH3:27])([CH3:26])[CH3:25])[C:21]([O:28][CH3:29])=[CH:20][C:16]=2[C:17]([N:32]2[CH2:33][CH2:34][CH:35]([C:42]#[N:44])[CH2:36][CH2:37]2)=[O:19])=[CH:13][CH:12]=[CH:11][N:10]=1)[C:2]1[CH:3]=[CH:4][CH:5]=[CH:6][CH:7]=1, predict the reactants needed to synthesize it. The reactants are: [CH2:1]([O:8][C:9]1[C:14]([C:15]2[CH:23]=[C:22]([C:24]([CH3:27])([CH3:26])[CH3:25])[C:21]([O:28][CH3:29])=[CH:20][C:16]=2[C:17]([OH:19])=O)=[CH:13][CH:12]=[CH:11][N:10]=1)[C:2]1[CH:7]=[CH:6][CH:5]=[CH:4][CH:3]=1.C([N:32]1[CH2:37][CH2:36][CH2:35][CH2:34][CH2:33]1)#N.C1C=CC2N(O)N=[N:44][C:42]=2C=1.CCN=C=NCCCN(C)C.CCN(C(C)C)C(C)C. (5) Given the product [CH:1]([C:3]1[CH:4]=[C:5]([CH:9]=[C:10]([CH3:13])[C:11]=1[OH:12])[C:6]([O:8][CH3:19])=[O:7])=[O:2], predict the reactants needed to synthesize it. The reactants are: [CH:1]([C:3]1[CH:4]=[C:5]([CH:9]=[C:10]([CH3:13])[C:11]=1[OH:12])[C:6]([OH:8])=[O:7])=[O:2].S(=O)(=O)(O)O.[CH3:19]O. (6) Given the product [F:6][C:7]([F:12])([F:11])[C:8]([OH:10])=[O:9].[CH2:13]([NH:17][C:18]([NH:20][C@H:21]1[CH2:29][C@H:28]2[C@:24]([C:32]3[CH:37]=[CH:36][C:35]([O:38][CH3:39])=[C:34]([O:40][CH3:41])[CH:33]=3)([CH2:25][CH2:26][N:27]2[CH2:30][C:31]2[CH:44]=[CH:43][O:42][CH:46]=2)[CH2:23][CH2:22]1)=[S:19])[CH2:14][CH2:15][CH3:16], predict the reactants needed to synthesize it. The reactants are: N1CCCC1.[F:6][C:7]([F:12])([F:11])[C:8]([OH:10])=[O:9].[CH2:13]([NH:17][C:18]([NH:20][C@H:21]1[CH2:29][C@H:28]2[C@:24]([C:32]3[CH:37]=[CH:36][C:35]([O:38][CH3:39])=[C:34]([O:40][CH3:41])[CH:33]=3)([CH2:25][CH2:26][N:27]2[CH2:30][CH3:31])[CH2:23][CH2:22]1)=[S:19])[CH2:14][CH2:15][CH3:16].[O:42]1[CH:46]=C[C:44](C=O)=[CH:43]1. (7) The reactants are: Cl.[CH3:2][NH:3][O:4][CH3:5].[CH:6]1([C:9](Cl)=[O:10])[CH2:8][CH2:7]1. Given the product [CH3:5][O:4][N:3]([CH3:2])[C:9]([CH:6]1[CH2:8][CH2:7]1)=[O:10], predict the reactants needed to synthesize it. (8) The reactants are: C(O[C:4]1[CH:5]=C(C=[CH:10][C:11]=1C)C=O)C.[OH:13][C:14]1[CH:15]=[C:16]([CH:19]=[CH:20][C:21]=1[O:22][CH3:23])[CH:17]=[O:18].BrCCCC.C([O-])([O-])=O.[K+].[K+]. Given the product [CH2:5]([O:13][C:14]1[CH:15]=[C:16]([CH:19]=[CH:20][C:21]=1[O:22][CH3:23])[CH:17]=[O:18])[CH2:4][CH2:11][CH3:10], predict the reactants needed to synthesize it. (9) The reactants are: C1(C(=[N:14][C:15]2[CH:20]=[C:19]([C:21]([C:23]3[N:24]=[C:25]([CH:32]([CH3:34])[CH3:33])[N:26]4[CH:31]=[CH:30][N:29]=[CH:28][C:27]=34)=[O:22])[CH:18]=[CH:17][N:16]=2)C2C=CC=CC=2)C=CC=CC=1.C(O)(=O)CC(CC(O)=O)(C(O)=O)O. Given the product [NH2:14][C:15]1[CH:20]=[C:19]([C:21]([C:23]2[N:24]=[C:25]([CH:32]([CH3:34])[CH3:33])[N:26]3[CH:31]=[CH:30][N:29]=[CH:28][C:27]=23)=[O:22])[CH:18]=[CH:17][N:16]=1, predict the reactants needed to synthesize it.